From a dataset of Reaction yield outcomes from USPTO patents with 853,638 reactions. Predict the reaction yield, written as a fraction of the theoretical maximum amount of product (1.0 means a 100% yield; for example, 0.34 means a 34% yield). (1) The catalyst is CN(C=O)C. The reactants are [C:1]1([C:7]#[C:8][C:9]2[N:14]=[C:13]([C:15]([OH:17])=O)[CH:12]=[CH:11][CH:10]=2)[CH:6]=[CH:5][CH:4]=[CH:3][CH:2]=1.CN(C(ON1N=NC2C=CC=CC1=2)=[N+](C)C)C.F[P-](F)(F)(F)(F)F.CCN(C(C)C)C(C)C.[CH3:51][O:52][C:53]([C:55]1[C:63]2[N:62]=[C:61]([NH2:64])[NH:60][C:59]=2[CH:58]=[CH:57][CH:56]=1)=[O:54]. The product is [CH3:51][O:52][C:53]([C:55]1[C:63]2[N:62]=[C:61]([NH:64][C:15]([C:13]3[CH:12]=[CH:11][CH:10]=[C:9]([C:8]#[C:7][C:1]4[CH:2]=[CH:3][CH:4]=[CH:5][CH:6]=4)[N:14]=3)=[O:17])[NH:60][C:59]=2[CH:58]=[CH:57][CH:56]=1)=[O:54]. The yield is 0.880. (2) The reactants are Cl.[N:2]1[CH:7]=[CH:6][CH:5]=[C:4]([CH2:8][C:9]([OH:11])=O)[CH:3]=1.[P:12]([OH:15])([OH:14])[OH:13].N1C=CC=C(CC(O)=O)C=1.[OH:26][PH:27]([OH:29])=[O:28].P(Cl)(Cl)(Cl)=O. The catalyst is O.C1(C)C=CC=CC=1. The product is [CH:6]1[CH:7]=[N:2][CH:3]=[C:4]([CH2:8][C:9]([P:27]([OH:29])([OH:28])=[O:26])([P:12]([OH:15])([OH:14])=[O:13])[OH:11])[CH:5]=1. The yield is 0.560.